This data is from Forward reaction prediction with 1.9M reactions from USPTO patents (1976-2016). The task is: Predict the product of the given reaction. (1) Given the reactants [C:1]1([CH3:11])[CH:6]=[CH:5][C:4]([S:7](Cl)(=[O:9])=[O:8])=[CH:3][CH:2]=1.[Cl:12][CH2:13][CH2:14][O:15][CH2:16][CH2:17][OH:18].C(N(CC)CC)C.Cl, predict the reaction product. The product is: [C:1]1([CH3:11])[CH:6]=[CH:5][C:4]([S:7]([O:18][CH2:17][CH2:16][O:15][CH2:14][CH2:13][Cl:12])(=[O:9])=[O:8])=[CH:3][CH:2]=1. (2) Given the reactants [NH2:1][CH:2]1[CH2:7][CH2:6][O:5][CH2:4][CH2:3]1.Cl[C:9]1[N:14]=[C:13]([C:15]2[N:16]([CH3:24])[C:17]3[C:22]([CH:23]=2)=[CH:21][CH:20]=[CH:19][CH:18]=3)[N:12]=[C:11]([NH:25][C:26]2[CH:30]=[C:29]([CH3:31])[NH:28][N:27]=2)[CH:10]=1, predict the reaction product. The product is: [O:5]1[CH2:6][CH2:7][CH:2]([NH:1][C:9]2[CH:10]=[C:11]([NH:25][C:26]3[CH:30]=[C:29]([CH3:31])[NH:28][N:27]=3)[N:12]=[C:13]([C:15]3[N:16]([CH3:24])[C:17]4[C:22]([CH:23]=3)=[CH:21][CH:20]=[CH:19][CH:18]=4)[N:14]=2)[CH2:3][CH2:4]1. (3) Given the reactants [F:1][CH:2]([F:24])[O:3][C:4]1[CH:5]=[C:6]([N:10]2[CH:15]=[CH:14][C:13](=[O:16])[C:12]([C:17](=O)/[CH:18]=[CH:19]/[N:20](C)C)=[N:11]2)[CH:7]=[CH:8][CH:9]=1.[Cl:25][C:26]1[CH:27]=[C:28]([NH:32]N)[CH:29]=[CH:30][CH:31]=1, predict the reaction product. The product is: [Cl:25][C:26]1[CH:27]=[C:28]([N:32]2[C:17]([C:12]3[C:13](=[O:16])[CH:14]=[CH:15][N:10]([C:6]4[CH:7]=[CH:8][CH:9]=[C:4]([O:3][CH:2]([F:24])[F:1])[CH:5]=4)[N:11]=3)=[CH:18][CH:19]=[N:20]2)[CH:29]=[CH:30][CH:31]=1. (4) Given the reactants N#N.[Br:3][C:4]1[C:23]([Br:24])=[CH:22][C:7]2[NH:8][C:9]([CH:11]([NH2:21])[CH2:12][C:13]3[CH:18]=[CH:17][C:16]([O:19][CH3:20])=[CH:15][CH:14]=3)=[N:10][C:6]=2[CH:5]=1.[C:25](N1C=CN=C1)(N1C=CN=C1)=[O:26].O, predict the reaction product. The product is: [Br:3][C:4]1[C:23]([Br:24])=[CH:22][C:7]2[N:8]3[C:25](=[O:26])[NH:21][CH:11]([CH2:12][C:13]4[CH:14]=[CH:15][C:16]([O:19][CH3:20])=[CH:17][CH:18]=4)[C:9]3=[N:10][C:6]=2[CH:5]=1. (5) The product is: [CH3:23][C:9]1[C:10]([CH2:11][C:12]2[CH:17]=[CH:16][CH:15]=[C:14]([C:18]([F:21])([F:20])[F:19])[C:13]=2[CH3:22])=[C:6]2[N:5]=[C:4]([N:24]3[CH2:29][CH2:28][O:27][CH2:26][CH2:25]3)[CH:3]=[C:2]([C:30]([OH:32])=[O:31])[N:7]2[N:8]=1. Given the reactants Cl[C:2]1[N:7]2[N:8]=[C:9]([CH3:23])[C:10]([CH2:11][C:12]3[CH:17]=[CH:16][CH:15]=[C:14]([C:18]([F:21])([F:20])[F:19])[C:13]=3[CH3:22])=[C:6]2[N:5]=[C:4]([N:24]2[CH2:29][CH2:28][O:27][CH2:26][CH2:25]2)[CH:3]=1.[CH3:30][OH:31].[OH-:32].[Na+].Cl, predict the reaction product. (6) Given the reactants [F:1][C:2]([F:19])([F:18])[C:3]1[CH:4]=[C:5]([C:9]2[N:14]=[C:13]([C:15](=O)[CH3:16])[CH:12]=[CH:11][CH:10]=2)[CH:6]=[CH:7][CH:8]=1.Cl.[NH2:21][OH:22].CCN(CC)CC, predict the reaction product. The product is: [F:1][C:2]([F:19])([F:18])[C:3]1[CH:4]=[C:5]([C:9]2[N:14]=[C:13]([C:15](=[N:21][OH:22])[CH3:16])[CH:12]=[CH:11][CH:10]=2)[CH:6]=[CH:7][CH:8]=1.